Dataset: NCI-60 drug combinations with 297,098 pairs across 59 cell lines. Task: Regression. Given two drug SMILES strings and cell line genomic features, predict the synergy score measuring deviation from expected non-interaction effect. (1) Drug 1: CCC1=C2CN3C(=CC4=C(C3=O)COC(=O)C4(CC)O)C2=NC5=C1C=C(C=C5)O. Drug 2: CS(=O)(=O)CCNCC1=CC=C(O1)C2=CC3=C(C=C2)N=CN=C3NC4=CC(=C(C=C4)OCC5=CC(=CC=C5)F)Cl. Cell line: PC-3. Synergy scores: CSS=7.50, Synergy_ZIP=-5.67, Synergy_Bliss=-0.906, Synergy_Loewe=-6.10, Synergy_HSA=-0.460. (2) Drug 1: C1CCC(C1)C(CC#N)N2C=C(C=N2)C3=C4C=CNC4=NC=N3. Drug 2: CNC(=O)C1=CC=CC=C1SC2=CC3=C(C=C2)C(=NN3)C=CC4=CC=CC=N4. Cell line: MCF7. Synergy scores: CSS=11.9, Synergy_ZIP=-1.87, Synergy_Bliss=9.33, Synergy_Loewe=6.44, Synergy_HSA=8.36. (3) Drug 1: C1=CC=C(C=C1)NC(=O)CCCCCCC(=O)NO. Drug 2: CC1CCCC2(C(O2)CC(NC(=O)CC(C(C(=O)C(C1O)C)(C)C)O)C(=CC3=CSC(=N3)C)C)C. Cell line: CCRF-CEM. Synergy scores: CSS=75.3, Synergy_ZIP=-0.821, Synergy_Bliss=-2.11, Synergy_Loewe=-4.27, Synergy_HSA=-0.408. (4) Drug 1: C1=CC(=CC=C1CC(C(=O)O)N)N(CCCl)CCCl.Cl. Drug 2: CC1C(C(=O)NC(C(=O)N2CCCC2C(=O)N(CC(=O)N(C(C(=O)O1)C(C)C)C)C)C(C)C)NC(=O)C3=C4C(=C(C=C3)C)OC5=C(C(=O)C(=C(C5=N4)C(=O)NC6C(OC(=O)C(N(C(=O)CN(C(=O)C7CCCN7C(=O)C(NC6=O)C(C)C)C)C)C(C)C)C)N)C. Cell line: HCT116. Synergy scores: CSS=23.8, Synergy_ZIP=9.09, Synergy_Bliss=19.0, Synergy_Loewe=17.8, Synergy_HSA=18.0. (5) Drug 1: C1C(C(OC1N2C=C(C(=O)NC2=O)F)CO)O. Drug 2: C1=NC2=C(N=C(N=C2N1C3C(C(C(O3)CO)O)F)Cl)N. Cell line: HCC-2998. Synergy scores: CSS=42.3, Synergy_ZIP=-5.62, Synergy_Bliss=-7.31, Synergy_Loewe=-4.47, Synergy_HSA=-2.47. (6) Synergy scores: CSS=18.3, Synergy_ZIP=-6.38, Synergy_Bliss=0.878, Synergy_Loewe=-16.1, Synergy_HSA=-1.51. Drug 2: CC(C)NC(=O)C1=CC=C(C=C1)CNNC.Cl. Drug 1: CN(CC1=CN=C2C(=N1)C(=NC(=N2)N)N)C3=CC=C(C=C3)C(=O)NC(CCC(=O)O)C(=O)O. Cell line: SK-OV-3.